Predict which catalyst facilitates the given reaction. From a dataset of Catalyst prediction with 721,799 reactions and 888 catalyst types from USPTO. (1) Reactant: [NH2:1][CH2:2][C:3]1[CH:4]=[C:5]([C:9]2[N:10]([CH3:21])[C:11]3[C:16]([C:17]=2[C:18]#[N:19])=[CH:15][CH:14]=[C:13]([Cl:20])[CH:12]=3)[CH:6]=[N:7][CH:8]=1.[CH:22]([N:25]=[C:26]=[O:27])([CH3:24])[CH3:23]. Product: [Cl:20][C:13]1[CH:12]=[C:11]2[C:16]([C:17]([C:18]#[N:19])=[C:9]([C:5]3[CH:4]=[C:3]([CH2:2][NH:1][C:26]([NH:25][CH:22]([CH3:24])[CH3:23])=[O:27])[CH:8]=[N:7][CH:6]=3)[N:10]2[CH3:21])=[CH:15][CH:14]=1. The catalyst class is: 98. (2) Reactant: C(OC([NH:11][C:12]1([PH:20]([NH:22][C:23]([CH:25]2[CH2:30][CH2:29][CH2:28][CH2:27][CH2:26]2)=[O:24])=[O:21])[CH2:17][CH2:16][CH2:15][N:14]([NH2:18])[C:13]1=[O:19])=O)C1C=CC=CC=1. Product: [NH2:11][C:12]1([PH:20]([NH:22][C:23]([CH:25]2[CH2:30][CH2:29][CH2:28][CH2:27][CH2:26]2)=[O:24])=[O:21])[CH2:17][CH2:16][CH2:15][N:14]([NH2:18])[C:13]1=[O:19]. The catalyst class is: 29. (3) Reactant: C[O:2][C:3](=[O:38])[CH2:4][C:5]1[CH:14]=[C:13]2[C:8]([CH2:9][CH2:10][CH:11]([CH2:15][CH2:16][CH2:17][N:18]([C:30]3[N:35]=[CH:34][C:33]([CH2:36][CH3:37])=[CH:32][N:31]=3)[CH2:19][C:20]3[CH:25]=[CH:24][C:23]([C:26]([F:29])([F:28])[F:27])=[CH:22][CH:21]=3)[O:12]2)=[CH:7][CH:6]=1.[Li+].[OH-]. Product: [CH2:36]([C:33]1[CH:32]=[N:31][C:30]([N:18]([CH2:19][C:20]2[CH:21]=[CH:22][C:23]([C:26]([F:27])([F:28])[F:29])=[CH:24][CH:25]=2)[CH2:17][CH2:16][CH2:15][CH:11]2[CH2:10][CH2:9][C:8]3[C:13](=[CH:14][C:5]([CH2:4][C:3]([OH:38])=[O:2])=[CH:6][CH:7]=3)[O:12]2)=[N:35][CH:34]=1)[CH3:37]. The catalyst class is: 36. (4) Reactant: [F:1][C:2]1[CH:7]=[CH:6][C:5]([C:8]([CH3:13])([CH3:12])[C:9]([OH:11])=O)=[CH:4][C:3]=1[O:14][CH3:15].Cl.[CH3:17][NH:18][O:19][CH3:20].CCN=C=NCCCN(C)C.CCN(C(C)C)C(C)C. Product: [F:1][C:2]1[CH:7]=[CH:6][C:5]([C:8]([CH3:13])([CH3:12])[C:9]([N:18]([O:19][CH3:20])[CH3:17])=[O:11])=[CH:4][C:3]=1[O:14][CH3:15]. The catalyst class is: 64. (5) Reactant: [C:1]([C:4]1[C:9]([O:10][CH2:11][CH2:12][NH:13][C:14](=[O:20])[O:15][C:16]([CH3:19])([CH3:18])[CH3:17])=[C:8](I)[C:7]([C:22]#[N:23])=[C:6]([Cl:24])[CH:5]=1)(=[O:3])[CH3:2].[CH3:25][C:26]1(C)C(C)(C)OB(C=C)O1.ClCCl.C(=O)([O-])[O-].[K+].[K+]. Product: [C:1]([C:4]1[C:9]([O:10][CH2:11][CH2:12][NH:13][C:14](=[O:20])[O:15][C:16]([CH3:19])([CH3:18])[CH3:17])=[C:8]([CH:25]=[CH2:26])[C:7]([C:22]#[N:23])=[C:6]([Cl:24])[CH:5]=1)(=[O:3])[CH3:2]. The catalyst class is: 38. (6) Reactant: [Na].[CH2:2]([CH:4]1[C:10]2[CH:11]=[C:12]3[C:16](=[CH:17][C:9]=2[CH2:8][CH2:7][CH2:6][C:5]1=O)[N:15]([C:18]1[CH:23]=[CH:22][C:21]([F:24])=[CH:20][CH:19]=1)[N:14]=[CH:13]3)[CH3:3].[CH:26]([C:28]([CH3:30])=[O:29])=[CH2:27]. Product: [CH2:2]([C:4]12[CH2:27][CH2:26][C:28](=[O:29])[CH:30]=[C:5]1[CH2:6][CH2:7][CH2:8][C:9]1[CH:17]=[C:16]3[C:12](=[CH:11][C:10]=12)[CH:13]=[N:14][N:15]3[C:18]1[CH:19]=[CH:20][C:21]([F:24])=[CH:22][CH:23]=1)[CH3:3]. The catalyst class is: 14. (7) Reactant: [CH3:1][O:2][C:3]1[CH:8]=[C:7](/[CH:9]=[CH:10]/[C:11]2[CH:16]=[CH:15][CH:14]=[CH:13][N:12]=2)[CH:6]=[CH:5][N:4]=1. Product: [CH3:1][O:2][C:3]1[CH:8]=[C:7]([CH2:9][CH2:10][C:11]2[CH:16]=[CH:15][CH:14]=[CH:13][N:12]=2)[CH:6]=[CH:5][N:4]=1. The catalyst class is: 5.